This data is from Reaction yield outcomes from USPTO patents with 853,638 reactions. The task is: Predict the reaction yield, written as a fraction of the theoretical maximum amount of product (1.0 means a 100% yield; for example, 0.34 means a 34% yield). (1) The reactants are C(OC([NH:8][CH2:9][CH:10]1[CH2:15][CH2:14][N:13]([C:16]2[N:20]([CH3:21])[N:19]=[CH:18][C:17]=2[NH:22][C:23]([C:25]2[N:26]=[C:27](Br)[S:28][C:29]=2[NH:30]C(=O)OC(C)(C)C)=[O:24])[CH2:12][CH2:11]1)=O)CCC.[C:39]1(B(O)O)[CH2:44][CH2:43][CH2:42][CH2:41][CH:40]=1. The product is [NH2:30][C:29]1[S:28][C:27]([C:39]2[CH2:44][CH2:43][CH2:42][CH2:41][CH:40]=2)=[N:26][C:25]=1[C:23]([NH:22][C:17]1[CH:18]=[N:19][N:20]([CH3:21])[C:16]=1[N:13]1[CH2:12][CH2:11][CH:10]([CH2:9][NH2:8])[CH2:15][CH2:14]1)=[O:24]. No catalyst specified. The yield is 0.260. (2) The reactants are [CH3:1][O:2][C:3]1[CH:4]=[C:5]2[C:10](=[CH:11][C:12]=1[O:13][CH3:14])[N:9]=[CH:8][N:7]=[C:6]2[O:15][C:16]1[CH:17]=[C:18]([CH:20]=[CH:21][CH:22]=1)[NH2:19].[C:23]1([N:29]2[C:33]([NH:34][C:35](=O)[O:36]C3C=CC=CC=3)=[CH:32][C:31]([C:44]([CH3:50])([CH3:49])[C:45]([F:48])([F:47])[F:46])=[N:30]2)[CH:28]=[CH:27][CH:26]=[CH:25][CH:24]=1. The catalyst is C1COCC1.CN(C1C=CN=CC=1)C. The product is [CH3:1][O:2][C:3]1[CH:4]=[C:5]2[C:10](=[CH:11][C:12]=1[O:13][CH3:14])[N:9]=[CH:8][N:7]=[C:6]2[O:15][C:16]1[CH:17]=[C:18]([NH:19][C:35]([NH:34][C:33]2[N:29]([C:23]3[CH:28]=[CH:27][CH:26]=[CH:25][CH:24]=3)[N:30]=[C:31]([C:44]([CH3:50])([CH3:49])[C:45]([F:48])([F:47])[F:46])[CH:32]=2)=[O:36])[CH:20]=[CH:21][CH:22]=1. The yield is 0.620. (3) The yield is 0.250. The reactants are [F:1][C:2]1[CH:7]=[CH:6][CH:5]=[C:4]([F:8])[C:3]=1[N:9]1[C:14]2[N:15]=[C:16](S(C)=O)[N:17]=[C:18]([C:19]3[CH:20]=[C:21]([CH:32]=[CH:33][C:34]=3[CH3:35])[C:22]([NH:24][C:25]3[CH:30]=[CH:29][C:28]([F:31])=[CH:27][CH:26]=3)=[O:23])[C:13]=2[CH2:12][NH:11][C:10]1=[O:39].C[N:41]([CH:49]1CCNC[CH2:50]1)[C:42](=[O:48])[O:43][C:44]([CH3:47])([CH3:46])[CH3:45].C([N:58]([CH2:62][CH3:63])[CH:59]([CH3:61])C)(C)C. The catalyst is C1COCC1.CN(C=O)C. The product is [F:1][C:2]1[CH:7]=[CH:6][CH:5]=[C:4]([F:8])[C:3]=1[N:9]1[C:14]2[N:15]=[C:16]([N:58]3[CH2:59][CH2:61][CH:50]([CH2:49][NH:41][C:42](=[O:48])[O:43][C:44]([CH3:47])([CH3:46])[CH3:45])[CH2:63][CH2:62]3)[N:17]=[C:18]([C:19]3[CH:20]=[C:21]([C:22]([NH:24][C:25]4[CH:30]=[CH:29][C:28]([F:31])=[CH:27][CH:26]=4)=[O:23])[CH:32]=[CH:33][C:34]=3[CH3:35])[C:13]=2[CH2:12][NH:11][C:10]1=[O:39]. (4) The catalyst is [Na+].[Cl-]. The yield is 0.710. The reactants are [CH2:1]([OH:13])[CH2:2][O:3][CH2:4][CH2:5][O:6][CH2:7][CH2:8][O:9][CH2:10][CH2:11][OH:12].[OH-].[Na+].[CH2:16](Cl)[C:17]1[CH:22]=[CH:21][CH:20]=[CH:19][CH:18]=1. The product is [CH2:16]([O:12][CH2:11][CH2:10][O:9][CH2:8][CH2:7][O:6][CH2:5][CH2:4][O:3][CH2:2][CH2:1][OH:13])[C:17]1[CH:22]=[CH:21][CH:20]=[CH:19][CH:18]=1. (5) The reactants are [C:1]([O:4][C@H:5]1[C@@H:10]([O:11][C:12](=[O:14])[CH3:13])[C@H:9]([O:15][C:16](=[O:18])[CH3:17])[C@@H:8]([CH2:19][O:20][C:21](=[O:23])[CH3:22])[O:7][C@@H:6]1[O:24][C:25]1[CH:30]=[CH:29][C:28]([C:31]2[CH:36]=[CH:35][C:34]([C:37]#[N:38])=[CH:33][CH:32]=2)=[CH:27][C:26]=1[Cl:39])(=[O:3])[CH3:2].C[Si]([N:44]=[N+:45]=[N-:46])(C)C.[F-].C([N+](CCCC)(CCCC)CCCC)CCC.C1COCC1. The catalyst is C(OCC)(=O)C. The product is [C:1]([O:4][C@H:5]1[C@@H:10]([O:11][C:12](=[O:14])[CH3:13])[C@H:9]([O:15][C:16](=[O:18])[CH3:17])[C@@H:8]([CH2:19][O:20][C:21](=[O:23])[CH3:22])[O:7][C@@H:6]1[O:24][C:25]1[CH:30]=[CH:29][C:28]([C:31]2[CH:32]=[CH:33][C:34]([C:37]3[NH:46][N:45]=[N:44][N:38]=3)=[CH:35][CH:36]=2)=[CH:27][C:26]=1[Cl:39])(=[O:3])[CH3:2]. The yield is 0.670. (6) The reactants are [CH2:1]([C:3]1[CH:4]=[C:5]2[C:9](=[CH:10][C:11]=1[N+:12]([O-])=O)[NH:8][CH:7]=[CH:6]2)[CH3:2]. The catalyst is [Ni]. The product is [CH2:1]([C:3]1[CH:4]=[C:5]2[C:9](=[CH:10][C:11]=1[NH2:12])[NH:8][CH:7]=[CH:6]2)[CH3:2]. The yield is 0.480. (7) The reactants are [CH3:1][O:2][C:3](=[O:30])[CH2:4][NH:5][C:6]([C:8]1[C:13]([O:14]CC2C=CC=CC=2)=[CH:12][C:11]([O:22]CC2C=CC=CC=2)=[CH:10][N:9]=1)=[O:7]. The catalyst is CO.[Pd]. The product is [CH3:1][O:2][C:3](=[O:30])[CH2:4][NH:5][C:6]([C:8]1[C:13]([OH:14])=[CH:12][C:11]([OH:22])=[CH:10][N:9]=1)=[O:7]. The yield is 1.00.